Dataset: Forward reaction prediction with 1.9M reactions from USPTO patents (1976-2016). Task: Predict the product of the given reaction. (1) Given the reactants [NH2:1][CH:2]([C:10]1[C:11]([O:18][CH3:19])=[N:12][CH:13]=[N:14][C:15]=1[O:16][CH3:17])[CH2:3][CH2:4][CH2:5][C:6]([O:8]C)=O.[CH3:20][C:21]1[S:22][CH:23]=[C:24]([C:26]2[CH:27]=[C:28]([CH:31]=[CH:32][CH:33]=2)[CH:29]=O)[N:25]=1, predict the reaction product. The product is: [CH3:19][O:18][C:11]1[C:10]([CH:2]2[N:1]([CH2:29][C:28]3[CH:31]=[CH:32][CH:33]=[C:26]([C:24]4[N:25]=[C:21]([CH3:20])[S:22][CH:23]=4)[CH:27]=3)[C:6](=[O:8])[CH2:5][CH2:4][CH2:3]2)=[C:15]([O:16][CH3:17])[N:14]=[CH:13][N:12]=1. (2) Given the reactants [CH2:1]([O:5][CH2:6][CH2:7][O:8][C:9]1[CH:14]=[CH:13][C:12]([C:15]2[CH:16]=[CH:17][C:18]3[N:24]([CH2:25][CH:26]([CH3:28])[CH3:27])[CH2:23][CH2:22][C:21]([C:29]([NH:31][C:32]4[CH:37]=[CH:36][C:35]([S:38][CH2:39][C:40]5[N:41]=[N:42][CH:43]=[C:44]([CH3:46])[N:45]=5)=[CH:34][CH:33]=4)=[O:30])=[CH:20][C:19]=3[CH:47]=2)=[CH:11][CH:10]=1)[CH2:2][CH2:3][CH3:4].ClC1C=CC=C(C(OO)=[O:56])C=1.S([O-])([O-])(=O)=S.[Na+].[Na+], predict the reaction product. The product is: [CH2:1]([O:5][CH2:6][CH2:7][O:8][C:9]1[CH:10]=[CH:11][C:12]([C:15]2[CH:16]=[CH:17][C:18]3[N:24]([CH2:25][CH:26]([CH3:27])[CH3:28])[CH2:23][CH2:22][C:21]([C:29]([NH:31][C:32]4[CH:33]=[CH:34][C:35]([S:38]([CH2:39][C:40]5[N:41]=[N:42][CH:43]=[C:44]([CH3:46])[N:45]=5)=[O:56])=[CH:36][CH:37]=4)=[O:30])=[CH:20][C:19]=3[CH:47]=2)=[CH:13][CH:14]=1)[CH2:2][CH2:3][CH3:4]. (3) Given the reactants Br[C:2]1[CH:3]=[C:4]([C:9]([F:12])([F:11])[F:10])[CH:5]=[C:6]([F:8])[CH:7]=1.C([Li])CCC.[F:18][C:19]([F:26])([F:25])[C:20](OCC)=[O:21].O, predict the reaction product. The product is: [F:18][C:19]([F:26])([F:25])[C:20]([C:2]1[CH:3]=[C:4]([C:9]([F:12])([F:11])[F:10])[CH:5]=[C:6]([F:8])[CH:7]=1)=[O:21]. (4) Given the reactants [OH:1][C:2]1[CH:12]=[CH:11][C:5]([C:6]([O:8][CH2:9][CH3:10])=[O:7])=[CH:4][CH:3]=1.C(=O)([O-])[O-].[K+].[K+].Br[CH2:20][CH2:21][O:22][CH2:23][CH2:24][O:25][CH3:26], predict the reaction product. The product is: [CH3:26][O:25][CH2:24][CH2:23][O:22][CH2:21][CH2:20][O:1][C:2]1[CH:3]=[CH:4][C:5]([C:6]([O:8][CH2:9][CH3:10])=[O:7])=[CH:11][CH:12]=1.